Dataset: Reaction yield outcomes from USPTO patents with 853,638 reactions. Task: Predict the reaction yield, written as a fraction of the theoretical maximum amount of product (1.0 means a 100% yield; for example, 0.34 means a 34% yield). (1) The yield is 0.143. The reactants are CCN(C(C)C)C(C)C.[C:10]1([C:16]2[NH:20][N:19]=[C:18]([C:21]([NH:23][CH2:24][C:25]([OH:27])=O)=[O:22])[CH:17]=2)[CH:15]=[CH:14][CH:13]=[CH:12][CH:11]=1.C1C=CC2N(O)N=NC=2C=1.CCN=C=NCCCN(C)C.Cl.Cl.[NH:51]1[CH2:56][CH2:55][CH:54]([O:57][C:58]2[CH:59]=[C:60]([CH:63]=[CH:64][CH:65]=2)[C:61]#[N:62])[CH2:53][CH2:52]1. The catalyst is CN(C=O)C.O. The product is [C:61]([C:60]1[CH:59]=[C:58]([CH:65]=[CH:64][CH:63]=1)[O:57][CH:54]1[CH2:55][CH2:56][N:51]([C:25](=[O:27])[CH2:24][NH:23][C:21]([C:18]2[CH:17]=[C:16]([C:10]3[CH:11]=[CH:12][CH:13]=[CH:14][CH:15]=3)[NH:20][N:19]=2)=[O:22])[CH2:52][CH2:53]1)#[N:62]. (2) The reactants are [F:1][C:2]1[CH:7]=[CH:6][CH:5]=[CH:4][C:3]=1[C:8]1[CH:13]=[CH:12][N:11]=[C:10]([N:14]2[CH2:19][CH2:18][N:17](C(OC(C)(C)C)=O)[CH2:16][CH2:15]2)[N:9]=1.C(OCC)(=O)C.[ClH:33]. The catalyst is C(OCC)(=O)C.CO. The product is [ClH:33].[ClH:33].[F:1][C:2]1[CH:7]=[CH:6][CH:5]=[CH:4][C:3]=1[C:8]1[CH:13]=[CH:12][N:11]=[C:10]([N:14]2[CH2:15][CH2:16][NH:17][CH2:18][CH2:19]2)[N:9]=1. The yield is 0.950. (3) The reactants are [F:1][C:2]1[CH:7]=[CH:6][CH:5]=[CH:4][C:3]=1[C:8]1[CH2:17][C:16](=[O:18])[C:15]2[C:10](=[CH:11][CH:12]=[C:13]([O:21][CH3:22])[C:14]=2[O:19]C)[N:9]=1.B(Cl)(Cl)Cl. The catalyst is C(Cl)Cl. The product is [F:1][C:2]1[CH:7]=[CH:6][CH:5]=[CH:4][C:3]=1[C:8]1[CH2:17][C:16](=[O:18])[C:15]2[C:10](=[CH:11][CH:12]=[C:13]([O:21][CH3:22])[C:14]=2[OH:19])[N:9]=1. The yield is 0.241. (4) The reactants are C([O:5][C:6]([C@H:8]1[CH2:12][CH2:11][CH2:10][N:9]1[C:13](=[O:40])[CH2:14][O:15][C:16]1[CH:21]=[CH:20][C:19]([O:22][CH2:23][C:24]([N:26]2[CH2:30][CH2:29][CH2:28][C@@H:27]2[C:31]([O:33]C(C)(C)C)=[O:32])=[O:25])=[CH:18][C:17]=1[O:38][CH3:39])=[O:7])(C)(C)C. The catalyst is FC(F)(F)C(O)=O. The product is [C:31]([C@H:27]1[CH2:28][CH2:29][CH2:30][N:26]1[C:24](=[O:25])[CH2:23][O:22][C:19]1[CH:20]=[CH:21][C:16]([O:15][CH2:14][C:13]([N:9]2[CH2:10][CH2:11][CH2:12][C@@H:8]2[C:6]([OH:7])=[O:5])=[O:40])=[C:17]([O:38][CH3:39])[CH:18]=1)([OH:33])=[O:32]. The yield is 0.940. (5) The reactants are [C:1]1([CH3:8])[CH:6]=[CH:5][C:4](Br)=[CH:3][CH:2]=1.[Br-].[CH3:10][O:11][C:12]1[CH:17]=[CH:16][C:15]([NH2:18])=[CH:14][CH:13]=1.CC(C)([O-])C.[Na+].C1(C(C2C=CC=CC=2)=C(P(C2CCCCC2)C2CCCCC2)C)C=CC=CC=1.[Cl-].[NH4+]. The catalyst is C1(C)C=CC=CC=1. The product is [CH3:10][O:11][C:12]1[CH:17]=[CH:16][C:15]([NH:18][C:4]2[CH:5]=[CH:6][C:1]([CH3:8])=[CH:2][CH:3]=2)=[CH:14][CH:13]=1. The yield is 0.890. (6) The reactants are [Br:1][C:2]1[CH:10]=[CH:9][CH:8]=[C:7]([NH:11][C:12](=O)[CH2:13][Cl:14])[C:3]=1[C:4]([OH:6])=O.[Cl:16][C:17]1[CH:24]=[CH:23][CH:22]=[CH:21][C:18]=1[CH2:19][NH2:20].C(N(CC)CC)C.P(Cl)(Cl)Cl. The catalyst is C1(C)C=CC=CC=1. The product is [Br:1][C:2]1[CH:10]=[CH:9][CH:8]=[C:7]2[C:3]=1[C:4](=[O:6])[N:20]([CH2:19][C:18]1[CH:21]=[CH:22][CH:23]=[CH:24][C:17]=1[Cl:16])[C:12]([CH2:13][Cl:14])=[N:11]2. The yield is 0.590. (7) The reactants are [N:1](OCCC(C)C)=O.[CH2:9]([O:11][C:12](=[O:34])[C@H:13]([CH2:20][C:21]1[CH:26]=[CH:25][C:24]([NH2:27])=[C:23]([CH3:28])[C:22]=1[CH2:29][O:30][C:31](=[O:33])[CH3:32])[CH2:14][C:15]([O:17][CH2:18][CH3:19])=[O:16])[CH3:10]. The catalyst is C(O)(=O)C.C(Cl)(Cl)Cl.ClCCl. The product is [CH2:9]([O:11][C:12](=[O:34])[C@H:13]([CH2:20][C:21]1[C:22]([CH2:29][O:30][C:31](=[O:33])[CH3:32])=[C:23]2[C:24](=[CH:25][CH:26]=1)[NH:27][N:1]=[CH:28]2)[CH2:14][C:15]([O:17][CH2:18][CH3:19])=[O:16])[CH3:10]. The yield is 0.990. (8) The reactants are O=[CH:2][C:3]([O:5][CH2:6][CH3:7])=[O:4].[CH3:8][C:9]1[C:13]([C:14]2[CH:15]=[C:16]([CH:18]=[CH:19][C:20]=2[O:21][CH3:22])[NH2:17])=[C:12]([CH3:23])[O:11][N:10]=1.[O-]S([O-])(=O)=O.[Mg+2].[CH2:30]([N:37]1[CH:41]=[CH:40][O:39][C:38]1=[O:42])[C:31]1[CH:36]=[CH:35][CH:34]=[CH:33][CH:32]=1.CC1C=CC(S(O)(=O)=O)=CC=1. The catalyst is CC#N.C([O-])(O)=O.[Na+].C(S([O-])(=O)=O)(F)(F)F.C(S([O-])(=O)=O)(F)(F)F.C(S([O-])(=O)=O)(F)(F)F.[Sc+3]. The product is [CH2:30]([N:37]1[C:41]2[C:18]3[CH:19]=[C:20]([O:21][CH3:22])[C:14]([C:13]4[C:9]([CH3:8])=[N:10][O:11][C:12]=4[CH3:23])=[CH:15][C:16]=3[N:17]=[C:2]([C:3]([O:5][CH2:6][CH3:7])=[O:4])[C:40]=2[O:39][C:38]1=[O:42])[C:31]1[CH:32]=[CH:33][CH:34]=[CH:35][CH:36]=1. The yield is 0.370. (9) The reactants are [F:1][C:2]1[CH:7]=[CH:6][CH:5]=[C:4]([N:8]2[N:12]=[CH:11][CH:10]=[N:9]2)[C:3]=1[C:13]([N:15]1[CH2:19][CH:18]2[CH2:20][N:21]([C:23]3[N:28]=[C:27]([OH:29])[CH:26]=[C:25]([CH3:30])[N:24]=3)[CH2:22][CH:17]2[CH2:16]1)=[O:14].CC([O-])(C)C.[K+].C1C=CC(N([S:44]([C:47]([F:50])([F:49])[F:48])(=[O:46])=[O:45])[S:44]([C:47]([F:50])([F:49])[F:48])(=[O:46])=[O:45])=CC=1. The catalyst is C1COCC1.C([O-])([O-])=O.[K+].[K+]. The product is [F:48][C:47]([F:50])([F:49])[S:44]([O:29][C:27]1[CH:26]=[C:25]([CH3:30])[N:24]=[C:23]([N:21]2[CH2:20][CH:18]3[CH:17]([CH2:16][N:15]([C:13](=[O:14])[C:3]4[C:4]([N:8]5[N:12]=[CH:11][CH:10]=[N:9]5)=[CH:5][CH:6]=[CH:7][C:2]=4[F:1])[CH2:19]3)[CH2:22]2)[N:28]=1)(=[O:46])=[O:45]. The yield is 0.790.